This data is from Full USPTO retrosynthesis dataset with 1.9M reactions from patents (1976-2016). The task is: Predict the reactants needed to synthesize the given product. Given the product [Br:1][C:2]1[CH:3]=[CH:4][C:5]([C:8](=[O:15])[CH:9]([NH:20][OH:21])[C:10]([O:12][CH2:13][CH3:14])=[O:11])=[CH:6][CH:7]=1, predict the reactants needed to synthesize it. The reactants are: [Br:1][C:2]1[CH:7]=[CH:6][C:5]([C:8](=[O:15])[CH2:9][C:10]([O:12][CH2:13][CH3:14])=[O:11])=[CH:4][CH:3]=1.C(O)(=O)C.[N:20]([O-])=[O:21].[Na+].